From a dataset of NCI-60 drug combinations with 297,098 pairs across 59 cell lines. Regression. Given two drug SMILES strings and cell line genomic features, predict the synergy score measuring deviation from expected non-interaction effect. (1) Drug 1: CC12CCC(CC1=CCC3C2CCC4(C3CC=C4C5=CN=CC=C5)C)O. Drug 2: C1CC(=O)NC(=O)C1N2C(=O)C3=CC=CC=C3C2=O. Cell line: HOP-92. Synergy scores: CSS=6.76, Synergy_ZIP=0.234, Synergy_Bliss=5.53, Synergy_Loewe=3.30, Synergy_HSA=4.02. (2) Drug 1: C1=NC2=C(N1)C(=S)N=C(N2)N. Drug 2: CC(C)(C#N)C1=CC(=CC(=C1)CN2C=NC=N2)C(C)(C)C#N. Cell line: SF-295. Synergy scores: CSS=33.4, Synergy_ZIP=1.09, Synergy_Bliss=-0.0423, Synergy_Loewe=0.903, Synergy_HSA=1.83.